The task is: Predict the reaction yield, written as a fraction of the theoretical maximum amount of product (1.0 means a 100% yield; for example, 0.34 means a 34% yield).. This data is from Reaction yield outcomes from USPTO patents with 853,638 reactions. (1) No catalyst specified. The product is [CH3:25][O:24][C:21]1[CH:22]=[CH:23][C:18]([C:16]2[N:2]([C:4]3[CH:9]=[C:8]([C:10]#[N:11])[CH:7]=[CH:6][N:5]=3)[N:3]=[CH:14][CH:15]=2)=[CH:19][CH:20]=1. The reactants are Cl.[NH:2]([C:4]1[CH:9]=[C:8]([C:10]#[N:11])[CH:7]=[CH:6][N:5]=1)[NH2:3].CN(C)/[CH:14]=[CH:15]/[C:16]([C:18]1[CH:23]=[CH:22][C:21]([O:24][CH3:25])=[CH:20][CH:19]=1)=O. The yield is 1.00. (2) The reactants are [OH:1][CH2:2][C@H:3]1[CH2:7][C@@H:6]([NH:8][C:9]2[C:14]([I:15])=[CH:13][N:12]=[C:11]([S:16][CH3:17])[N:10]=2)[C@H:5]([OH:18])[C@@H:4]1[OH:19].CO[C:22](OC)([CH3:24])[CH3:23].CS(O)(=O)=O.C(=O)(O)[O-].[Na+]. The catalyst is CC(C)=O. The product is [I:15][C:14]1[C:9]([NH:8][C@H:6]2[C@@H:5]3[O:18][C:22]([CH3:24])([CH3:23])[O:19][C@@H:4]3[C@@H:3]([CH2:2][OH:1])[CH2:7]2)=[N:10][C:11]([S:16][CH3:17])=[N:12][CH:13]=1. The yield is 0.850. (3) The reactants are C(OC([N:8]1[CH2:13][CH2:12][CH:11]([NH:14][C:15]2[S:16][C:17]3[C:22]([NH:23][C@@H:24]([CH2:29][OH:30])[CH2:25][CH:26]([CH3:28])[CH3:27])=[N:21][C:20]([S:31][CH2:32][C:33]4[CH:38]=[CH:37][CH:36]=[CH:35][CH:34]=4)=[N:19][C:18]=3[N:39]=2)[CH2:10][CH2:9]1)=O)(C)(C)C.FC(F)(F)C(O)=O.C(=O)([O-])[O-].[K+].[K+].[OH-].[Na+]. The catalyst is ClCCl. The product is [C:33]1([CH2:32][S:31][C:20]2[N:21]=[C:22]([NH:23][C@H:24]([CH2:25][CH:26]([CH3:28])[CH3:27])[CH2:29][OH:30])[C:17]3[S:16][C:15]([NH:14][CH:11]4[CH2:10][CH2:9][NH:8][CH2:13][CH2:12]4)=[N:39][C:18]=3[N:19]=2)[CH:34]=[CH:35][CH:36]=[CH:37][CH:38]=1. The yield is 0.730. (4) The reactants are Br[C:2]1[CH:3]=[C:4]2[C:8](=[C:9]([C:11]([NH2:13])=[O:12])[CH:10]=1)[NH:7][CH:6]=[C:5]2[CH:14]1[CH2:19][CH2:18][N:17]([S:20]([CH:23]([CH3:25])[CH3:24])(=[O:22])=[O:21])[CH2:16][CH2:15]1.CC1(C)C(C)(C)OB([C:34]2[CH:35]=[C:36]([CH:39]=[O:40])[S:37][CH:38]=2)O1.C([O-])([O-])=O.[Cs+].[Cs+]. The catalyst is C1C=CC([P]([Pd]([P](C2C=CC=CC=2)(C2C=CC=CC=2)C2C=CC=CC=2)([P](C2C=CC=CC=2)(C2C=CC=CC=2)C2C=CC=CC=2)[P](C2C=CC=CC=2)(C2C=CC=CC=2)C2C=CC=CC=2)(C2C=CC=CC=2)C2C=CC=CC=2)=CC=1. The product is [CH:39]([C:36]1[S:37][CH:38]=[C:34]([C:2]2[CH:3]=[C:4]3[C:8](=[C:9]([C:11]([NH2:13])=[O:12])[CH:10]=2)[NH:7][CH:6]=[C:5]3[CH:14]2[CH2:19][CH2:18][N:17]([S:20]([CH:23]([CH3:25])[CH3:24])(=[O:21])=[O:22])[CH2:16][CH2:15]2)[CH:35]=1)=[O:40]. The yield is 0.860. (5) The reactants are [Br:1]Br.[Br:3][C:4]1[N:9]=[C:8]([NH:10][C:11]2[S:12][CH:13]=[CH:14][N:15]=2)[CH:7]=[CH:6][CH:5]=1. The catalyst is C(O)(=O)C.S([O-])(O)(=O)=O.[K+]. The product is [Br:3][C:4]1[N:9]=[C:8]([NH:10][C:11]2[S:12][C:13]([Br:1])=[CH:14][N:15]=2)[CH:7]=[CH:6][CH:5]=1. The yield is 0.940. (6) The reactants are Br[C:2]1[CH:7]=[CH:6][C:5]([S:8]([NH2:11])(=[O:10])=[O:9])=[CH:4][CH:3]=1.C([O-])(=O)C.[K+].[Cl:17][C:18]1[CH:23]=[CH:22][C:21]([C:24]2[N:25]=[C:26]([C:29]([CH:31]3[CH2:35][CH2:34][CH2:33][CH2:32]3)=[O:30])[S:27][CH:28]=2)=[CH:20][CH:19]=1. The catalyst is C([O-])(=O)C.[Pd+2].C([O-])(=O)C.CC(N(C)C)=O. The product is [Cl:17][C:18]1[CH:19]=[CH:20][C:21]([C:24]2[N:25]=[C:26]([C:29]([CH:31]3[CH2:32][CH2:33][CH2:34][CH2:35]3)=[O:30])[S:27][C:28]=2[C:2]2[CH:7]=[CH:6][C:5]([S:8]([NH2:11])(=[O:10])=[O:9])=[CH:4][CH:3]=2)=[CH:22][CH:23]=1. The yield is 0.217. (7) The reactants are [CH2:1]([N:5]1[C:13]2[C:12](=[O:14])[N:11]([CH3:15])[C:10](Cl)=[N:9][C:8]=2[N:7]=[C:6]1[N:17]1[CH2:22][CH2:21][N:20]([C:23]([O:25][C:26]([CH3:29])([CH3:28])[CH3:27])=[O:24])[CH2:19][CH2:18]1)[C:2]#[C:3][CH3:4].[C:30]([NH2:39])(=[O:38])[C:31]1[C:32](=[CH:34][CH:35]=[CH:36][CH:37]=1)[OH:33].C(=O)([O-])[O-].[K+].[K+].O. The catalyst is CN1CCCC1=O. The product is [CH2:1]([N:5]1[C:13]2[C:12](=[O:14])[N:11]([CH3:15])[C:10]([O:33][C:32]3[CH:34]=[CH:35][CH:36]=[CH:37][C:31]=3[C:30](=[O:38])[NH2:39])=[N:9][C:8]=2[N:7]=[C:6]1[N:17]1[CH2:22][CH2:21][N:20]([C:23]([O:25][C:26]([CH3:29])([CH3:28])[CH3:27])=[O:24])[CH2:19][CH2:18]1)[C:2]#[C:3][CH3:4]. The yield is 0.890. (8) The reactants are [CH2:1]([C:3]([C:28]1[CH:33]=[CH:32][C:31]([OH:34])=[C:30]([CH3:35])[CH:29]=1)([C:6]1[CH:11]=[CH:10][C:9](/[CH:12]=[CH:13]/[C:14]([O:23][CH2:24][O:25][CH3:26])([C:19]([F:22])([F:21])[F:20])[C:15]([F:18])([F:17])[F:16])=[C:8]([CH3:27])[CH:7]=1)[CH2:4][CH3:5])[CH3:2].N1C=CC=CC=1.[O:42](S(C(F)(F)F)(=O)=O)[S:43]([C:46]([F:49])([F:48])[F:47])(=O)=[O:44].C(OCC)(=O)C. The catalyst is ClCCl. The product is [CH2:1]([C:3]([C:28]1[CH:33]=[CH:32][C:31]([O:34][S:43]([C:46]([F:49])([F:48])[F:47])(=[O:44])=[O:42])=[C:30]([CH3:35])[CH:29]=1)([C:6]1[CH:11]=[CH:10][C:9](/[CH:12]=[CH:13]/[C:14]([O:23][CH2:24][O:25][CH3:26])([C:19]([F:20])([F:21])[F:22])[C:15]([F:18])([F:17])[F:16])=[C:8]([CH3:27])[CH:7]=1)[CH2:4][CH3:5])[CH3:2]. The yield is 0.870. (9) The reactants are Br[CH:2]([CH3:12])[C:3]([C:5]1[CH:10]=[CH:9][CH:8]=[C:7]([Cl:11])[CH:6]=1)=[O:4].[NH2:13][C:14]([CH3:18])([CH3:17])[CH2:15][OH:16]. The catalyst is CO. The product is [Cl:11][C:7]1[CH:6]=[C:5]([C@@:3]2([OH:4])[O:16][CH2:15][C:14]([CH3:18])([CH3:17])[NH:13][C@@H:2]2[CH3:12])[CH:10]=[CH:9][CH:8]=1. The yield is 0.750. (10) The yield is 0.460. The catalyst is CN(C)C1C=CN=CC=1.ClCCl. The product is [N:5]1([C:8]([O:10][C:11]([CH3:14])([CH3:13])[CH3:12])=[O:9])[CH2:6][CH2:7][CH:2]=[C:3]([C:15]([O:17][CH3:18])=[O:16])[CH2:4]1. The reactants are O[CH:2]1[CH2:7][CH2:6][N:5]([C:8]([O:10][C:11]([CH3:14])([CH3:13])[CH3:12])=[O:9])[CH2:4][CH:3]1[C:15]([O:17][CH3:18])=[O:16].C(N(CC)CC)C.FC(F)(F)C(OC(=O)C(F)(F)F)=O.